This data is from Reaction yield outcomes from USPTO patents with 853,638 reactions. The task is: Predict the reaction yield, written as a fraction of the theoretical maximum amount of product (1.0 means a 100% yield; for example, 0.34 means a 34% yield). The reactants are Cl.Cl.[N:3]1[CH:8]=[CH:7][C:6]([C:9]([NH2:12])([CH3:11])[CH3:10])=[CH:5][CH:4]=1.CN(C(ON1N=NC2C=CC=NC1=2)=[N+](C)C)C.F[P-](F)(F)(F)(F)F.CCN(C(C)C)C(C)C.[F:46][C:47]1[CH:52]=[CH:51][C:50]([C:53]2[O:54][C:55]3[CH:65]=[CH:64][C:63]([C:66]4[CH:67]=[C:68]([CH:72]=[CH:73][CH:74]=4)[C:69](O)=[O:70])=[CH:62][C:56]=3[C:57]=2[C:58](=[O:61])[NH:59][CH3:60])=[CH:49][CH:48]=1. The catalyst is CN(C=O)C. The product is [F:46][C:47]1[CH:52]=[CH:51][C:50]([C:53]2[O:54][C:55]3[CH:65]=[CH:64][C:63]([C:66]4[CH:74]=[CH:73][CH:72]=[C:68]([C:69](=[O:70])[NH:12][C:9]([C:6]5[CH:7]=[CH:8][N:3]=[CH:4][CH:5]=5)([CH3:11])[CH3:10])[CH:67]=4)=[CH:62][C:56]=3[C:57]=2[C:58]([NH:59][CH3:60])=[O:61])=[CH:49][CH:48]=1. The yield is 0.270.